Dataset: Full USPTO retrosynthesis dataset with 1.9M reactions from patents (1976-2016). Task: Predict the reactants needed to synthesize the given product. (1) Given the product [Cl:1][C:2]1[CH:3]=[C:4]([C:8]2[C:17]3[C:12](=[CH:13][CH:14]=[C:15]([O:18][CH3:19])[CH:16]=3)[CH2:11][CH2:10][CH:9]=2)[CH:5]=[CH:6][CH:7]=1, predict the reactants needed to synthesize it. The reactants are: [Cl:1][C:2]1[CH:3]=[C:4]([C:8]2(O)[C:17]3[C:12](=[CH:13][CH:14]=[C:15]([O:18][CH3:19])[CH:16]=3)[CH2:11][CH2:10][CH2:9]2)[CH:5]=[CH:6][CH:7]=1.C1(C)C=CC(S(O)(=O)=O)=CC=1. (2) The reactants are: [H-].[H-].[H-].[H-].[Li+].[Al+3].[C:7]1([CH:13]2[CH2:18][CH2:17][N:16]([C:19]([CH:21]3[CH2:27][CH2:26][C:25]4[CH:28]=[CH:29][CH:30]=[CH:31][C:24]=4[C:23](=[O:32])[CH2:22]3)=O)[CH2:15][CH2:14]2)[CH:12]=[CH:11][CH:10]=[CH:9][CH:8]=1. Given the product [C:7]1([CH:13]2[CH2:14][CH2:15][N:16]([CH2:19][C@@H:21]3[CH2:27][CH2:26][C:25]4[CH:28]=[CH:29][CH:30]=[CH:31][C:24]=4[C@H:23]([OH:32])[CH2:22]3)[CH2:17][CH2:18]2)[CH:8]=[CH:9][CH:10]=[CH:11][CH:12]=1, predict the reactants needed to synthesize it. (3) Given the product [Cl:1][C:2]1[CH:3]=[C:4]2[C:8](=[CH:9][CH:10]=1)[N:7]([CH:34]=[C:35]([C:37]1[CH:42]=[CH:41][C:40]([O:43][CH3:44])=[C:39]([F:45])[CH:38]=1)[CH3:36])[C:6]1[CH:11]([CH3:16])[N:12]([CH3:15])[CH2:13][CH2:14][C:5]2=1, predict the reactants needed to synthesize it. The reactants are: [Cl:1][C:2]1[CH:3]=[C:4]2[C:8](=[CH:9][CH:10]=1)[NH:7][C:6]1[CH:11]([CH3:16])[N:12]([CH3:15])[CH2:13][CH2:14][C:5]2=1.N1CCC[C@H]1C(O)=O.[O-]P([O-])([O-])=O.[K+].[K+].[K+].Br[CH:34]=[C:35]([C:37]1[CH:42]=[CH:41][C:40]([O:43][CH3:44])=[C:39]([F:45])[CH:38]=1)[CH3:36].